Dataset: NCI-60 drug combinations with 297,098 pairs across 59 cell lines. Task: Regression. Given two drug SMILES strings and cell line genomic features, predict the synergy score measuring deviation from expected non-interaction effect. (1) Drug 1: C1CCC(CC1)NC(=O)N(CCCl)N=O. Drug 2: CCC(=C(C1=CC=CC=C1)C2=CC=C(C=C2)OCCN(C)C)C3=CC=CC=C3.C(C(=O)O)C(CC(=O)O)(C(=O)O)O. Cell line: PC-3. Synergy scores: CSS=7.34, Synergy_ZIP=-5.73, Synergy_Bliss=-5.86, Synergy_Loewe=-5.96, Synergy_HSA=-6.00. (2) Drug 1: CC1=CC2C(CCC3(C2CCC3(C(=O)C)OC(=O)C)C)C4(C1=CC(=O)CC4)C. Drug 2: C1C(C(OC1N2C=NC3=C(N=C(N=C32)Cl)N)CO)O. Cell line: HCT-15. Synergy scores: CSS=2.52, Synergy_ZIP=-2.87, Synergy_Bliss=0.645, Synergy_Loewe=-9.02, Synergy_HSA=-1.20. (3) Drug 1: C1CNP(=O)(OC1)N(CCCl)CCCl. Drug 2: CCC1(C2=C(COC1=O)C(=O)N3CC4=CC5=C(C=CC(=C5CN(C)C)O)N=C4C3=C2)O.Cl. Cell line: RPMI-8226. Synergy scores: CSS=-5.50, Synergy_ZIP=-7.13, Synergy_Bliss=-22.3, Synergy_Loewe=-63.7, Synergy_HSA=-27.9.